Task: Predict the reaction yield, written as a fraction of the theoretical maximum amount of product (1.0 means a 100% yield; for example, 0.34 means a 34% yield).. Dataset: Reaction yield outcomes from USPTO patents with 853,638 reactions The reactants are [NH3:1].[F:2][C:3]1[CH:8]=[C:7]([N:9]=[C:10]=[S:11])[CH:6]=[CH:5][C:4]=1[N:12]1[C:16]([CH3:17])=[N:15][CH:14]=[N:13]1. No catalyst specified. The product is [F:2][C:3]1[CH:8]=[C:7]([NH:9][C:10]([NH2:1])=[S:11])[CH:6]=[CH:5][C:4]=1[N:12]1[C:16]([CH3:17])=[N:15][CH:14]=[N:13]1. The yield is 0.940.